Dataset: Forward reaction prediction with 1.9M reactions from USPTO patents (1976-2016). Task: Predict the product of the given reaction. Given the reactants [NH2:1][NH:2][C:3]([NH2:5])=[O:4].[Cl:6][C:7]1[CH:12]=[CH:11][CH:10]=[CH:9][C:8]=1[CH2:13][C:14](O)=O, predict the reaction product. The product is: [Cl:6][C:7]1[CH:12]=[CH:11][CH:10]=[CH:9][C:8]=1[CH2:13][C:14]1[O:4][C:3]([NH2:5])=[N:2][N:1]=1.